Task: Predict the product of the given reaction.. Dataset: Forward reaction prediction with 1.9M reactions from USPTO patents (1976-2016) The product is: [CH3:19][O:18][C:13]1[CH:14]=[CH:15][CH:16]=[CH:17][C:12]=1[CH2:11][N:8]1[CH:9]=[CH:10][C:6]([C:4]([OH:5])=[O:3])=[C:7]1[C:20]1[CH:21]=[CH:22][CH:23]=[CH:24][CH:25]=1. Given the reactants C([O:3][C:4]([C:6]1[CH:10]=[CH:9][N:8]([CH2:11][C:12]2[CH:17]=[CH:16][CH:15]=[CH:14][C:13]=2[O:18][CH3:19])[C:7]=1[C:20]1[CH:25]=[CH:24][CH:23]=[CH:22][CH:21]=1)=[O:5])C.[OH-].[Li+], predict the reaction product.